Dataset: B-cell epitopes from IEDB database with 3,159 antigens for binding position prediction. Task: Token-level Classification. Given an antigen amino acid sequence, predict which amino acid positions are active epitope sites capable of antibody binding. Output is a list of indices for active positions. (1) Given the antigen sequence: MGVKASQTGFVVLVLLQCCSAYKLVCYYTSWSQYREGDGSCFPDALDRFLCTHIIYSFANISNDHIDTWEWNDVTLYGMLNTLKNRNPNLKTLLSVGGWNFGSQRFSKIASNTQSRRTFIKSVPPFLRTHGFDGLDLAWLYPGRRDKQHFTTLIKEMKAEFIKEAQPGKKQLLLSAALSAGKVTIDSSYDIAKISQHLDFISIMTYDFHGAWRGTTGHHSPLFRGQEDASPDRFSNTDYAVGYMLRLGAPASKLVMGIPTFGRSFTLASSETGVGAPISGPGIPGRFTKEAGTLAYYEICDFLRGATVHRILGQQVPYATKGNQWVGYDDQESVKSKVQYLKDRQLAGAMVWALDLDDFQGSFCGQDLRFPLTNAIKDALAAT, which amino acid positions are active epitope sites? The epitope positions are: [262, 263, 264, 265, 266, 267, 268, 269, 270, 271, 272]. The amino acids at these positions are: RSFTLASSETG. (2) Given the antigen sequence: MVRVSAIVGAAASVFVCLSAGAYAAEGGDNQSSAVSDRASLLGLLSGGTGQGLGIGESVELEMMGNTYRVERPTGNPDLLKIAIKTSDGSYSEVGNVNMEEVIDTMKSMQRDEEIFFRALNKGETVEEAIEDVAQAEGLNSEQTLQLEDAVSAVASVVQDEMNVIDDVQQLEKDKQQLKDDIGFLTGERE, which amino acid positions are active epitope sites? The epitope positions are: [158, 159, 160, 161, 162, 163, 164, 165, 166, 167, 168, 169]. The amino acids at these positions are: QDEMNVIDDVQQ. (3) Given the antigen sequence: MGAQVSRQNVGTHSTQNSVSNGSSLNYFNINYFKDAASNGASKLEFTQDPSKFTDPVKDVLEKGIPTLQSPTVEACGYSDRIIQITRGDSTITSQDVANAIVAYGVWPHYLSSKDASAIDKPSQPDTSSNRFYTLRSVTWSSSSKGWWWKLPDALKDMGIFGENMFYHYLGRSGYTIHVQCNASKFHQGTLIVALIPEHQIASALHGNVNVGYNYTHPGETGREVKAETRLNPDLQPTEEYWLNFDGTLLGNITIFPHQFINLRSNNSATIIAPYVNAVPMDSMRSHNNWSLVIIPICPLETSSAINTIPITISISPMCAEFSGARAKRQGLPVFITPGSGQFLTTDDFQSPCALPWYHPTKEISIPGEVKNLVEICQVDSLVPINNTDTYINSENMYSVVLQSSINAPDKIFSIRTDVASQPLATTLIGEISSYFTHWTGSLRFSFMFCGTANTTVKLLLAYTPPGIAEPTTRKDAMLGTHVIWDVGLQSTISMVVPWI..., which amino acid positions are active epitope sites? The epitope positions are: [547, 548, 549, 550, 551, 552, 553, 554, 555, 556, 557, 558, 559, 560, 561, 562, 563, 564, 565, 566]. The amino acids at these positions are: FCLRMARDTNLHLQSGAIAQ. (4) Given the antigen sequence: FNCLGMSNRDFLEGVSGATWVDLVLEGDSCVTIMSKDKPTIDVKMMNMEAANLAEVRSYCYLATVSDLSTKAACPTMGEAHNDKRADPAFVCRQGVVDRGWGNGCGLFGKGSIDTCAKFACSTKAIGRTILKENIKYEVAIFVHGPTTVESHGNYSTQVGATQAGRLSITPAAPSYTLKLGEYGEVTVDCEPRSGIDTNAYYVMTVGTKTFLVHREWFMDLNLPWSSAGSTVWRNRETLMEFEEPHATKQSVIALGSQEGALHQALAGAIPVEFSSNTVKLTSGHLKCRVKMEKLQLKGTTYGVCSKAFKFLGTPADTGHGTVVLELQYTGTDGPCKVPISSVASLNDLTPVGRLVTVNPFVSVATANAKVLIELEPPFGDSYIVVGRGEQQINHHWHKSGSSIGKAFTTTLKGAQRLAALGDTAWDFGSVGGVFTSVGKAVHQVFGGAFRSLFGGMSWITQGLLGALLLWMGINARDRSIALTFLAVGGVLLFLSVNVH..., which amino acid positions are active epitope sites? The epitope positions are: [0, 1, 2, 3, 4, 5, 6, 7, 8, 9, 10, 11, 12, 13, 14, 15, 16, 17, 18, 19]. The amino acids at these positions are: FNCLGMSNRDFLEGVSGATW.